Predict the product of the given reaction. From a dataset of Forward reaction prediction with 1.9M reactions from USPTO patents (1976-2016). (1) The product is: [CH3:32][C:26]1[CH:27]=[C:28]([S:31][CH2:2][CH2:3][C:4]2[CH:9]=[CH:8][C:7]([C:10]3[CH:15]=[CH:14][C:13]([C:16]([F:19])([F:18])[F:17])=[CH:12][CH:11]=3)=[CH:6][CH:5]=2)[CH:29]=[CH:30][C:25]=1[O:24][CH2:23][C:22]([OH:33])=[O:21]. Given the reactants Br[CH2:2][CH2:3][C:4]1[CH:9]=[CH:8][C:7]([C:10]2[CH:15]=[CH:14][C:13]([C:16]([F:19])([F:18])[F:17])=[CH:12][CH:11]=2)=[CH:6][CH:5]=1.C[O:21][C:22](=[O:33])[CH2:23][O:24][C:25]1[CH:30]=[CH:29][C:28]([SH:31])=[CH:27][C:26]=1[CH3:32].C(=O)([O-])[O-].[Cs+].[Cs+], predict the reaction product. (2) Given the reactants [CH2:1]([NH2:8])[C:2]1[CH:7]=[CH:6][CH:5]=[CH:4][CH:3]=1.C([O:12][C:13]1[CH:14]=[C:15]2[C:20](=[CH:21][C:22]=1[O:23][CH3:24])[N:19]=[CH:18][N:17]=[C:16]2Cl)(=O)C, predict the reaction product. The product is: [CH2:1]([NH:8][C:16]1[C:15]2[C:20](=[CH:21][C:22]([O:23][CH3:24])=[C:13]([OH:12])[CH:14]=2)[N:19]=[CH:18][N:17]=1)[C:2]1[CH:7]=[CH:6][CH:5]=[CH:4][CH:3]=1. (3) Given the reactants [Cl:1][C:2]1[CH:7]=[CH:6][C:5]([NH:8][C:9](=[O:15])[O:10][C:11]([CH3:14])([CH3:13])[CH3:12])=[C:4]([C:16]2[CH:24]=[C:23]3[N:19]([CH:20]([C:25](=[O:30])N(OC)C)[CH2:21][CH2:22]3)[C:18](=[O:31])[CH:17]=2)[CH:3]=1.[H-].[Al+3].[Li+].[H-].[H-].[H-].S([O-])(O)(=O)=O.[K+], predict the reaction product. The product is: [Cl:1][C:2]1[CH:7]=[CH:6][C:5]([NH:8][C:9](=[O:15])[O:10][C:11]([CH3:14])([CH3:12])[CH3:13])=[C:4]([C:16]2[CH:24]=[C:23]3[N:19]([CH:20]([CH:25]=[O:30])[CH2:21][CH2:22]3)[C:18](=[O:31])[CH:17]=2)[CH:3]=1.